From a dataset of Reaction yield outcomes from USPTO patents with 853,638 reactions. Predict the reaction yield, written as a fraction of the theoretical maximum amount of product (1.0 means a 100% yield; for example, 0.34 means a 34% yield). (1) The reactants are [Br:1][C:2]1[CH:7]=[CH:6][CH:5]=[C:4]([CH3:8])[C:3]=1[OH:9].[H-].[Na+].[CH3:12]OS(OC)(=O)=O.O. The catalyst is C1COCC1. The product is [Br:1][C:2]1[CH:7]=[CH:6][CH:5]=[C:4]([CH3:8])[C:3]=1[O:9][CH3:12]. The yield is 0.950. (2) The reactants are [Cl:1][C:2]1[CH:3]=[C:4]([N:9]2[C@H:16]3[C@H:11]([CH2:12][CH2:13][NH:14][CH2:15]3)[CH2:10]2)[CH:5]=[N:6][C:7]=1[Cl:8].O.[CH3:18][C:19]1[CH:24]=[CH:23][C:22]([S:25]([OH:28])(=[O:27])=[O:26])=[CH:21][CH:20]=1. No catalyst specified. The product is [CH3:18][C:19]1[CH:20]=[CH:21][C:22]([S:25]([OH:28])(=[O:27])=[O:26])=[CH:23][CH:24]=1.[Cl:1][C:2]1[CH:3]=[C:4]([N:9]2[C@H:16]3[C@H:11]([CH2:12][CH2:13][NH:14][CH2:15]3)[CH2:10]2)[CH:5]=[N:6][C:7]=1[Cl:8]. The yield is 0.770. (3) The reactants are [Cl:1][C:2]1[CH:3]=[C:4]([CH:8]=[C:9]([O:11][CH:12]([F:14])[F:13])[CH:10]=1)[C:5]([OH:7])=O.C(Cl)(=O)C(Cl)=O.[CH3:21][NH:22][O:23][CH3:24].C(N(CC)CC)C. The catalyst is C(Cl)Cl.CN(C=O)C. The product is [Cl:1][C:2]1[CH:3]=[C:4]([CH:8]=[C:9]([O:11][CH:12]([F:14])[F:13])[CH:10]=1)[C:5]([N:22]([O:23][CH3:24])[CH3:21])=[O:7]. The yield is 0.930. (4) The reactants are Cl.[CH2:2]([S:5]([CH2:8][C:9]1[N:10]=[C:11]([NH2:14])[S:12][CH:13]=1)(=[O:7])=[O:6])[CH2:3][CH3:4].Cl[C:16]([O:18][C:19]1[CH:24]=[CH:23][CH:22]=[CH:21][CH:20]=1)=[O:17]. The catalyst is CN(C1C=CN=CC=1)C.N1C=CC=CC=1.C1COCC1. The product is [C:19]1([O:18][C:16](=[O:17])[NH:14][C:11]2[S:12][CH:13]=[C:9]([CH2:8][S:5]([CH2:2][CH2:3][CH3:4])(=[O:6])=[O:7])[N:10]=2)[CH:24]=[CH:23][CH:22]=[CH:21][CH:20]=1. The yield is 0.510. (5) The reactants are [F:1][C:2]1[CH:17]=[CH:16][C:5]([CH2:6][C:7]2[CH:12]=[CH:11][CH:10]=[CH:9][C:8]=2[CH2:13][C:14]#N)=[CH:4][CH:3]=1.[OH2:18].S(=O)(=O)(O)[OH:20].Cl. The catalyst is C(O)(=O)C.ClCCl. The product is [F:1][C:2]1[CH:17]=[CH:16][C:5]([CH2:6][C:7]2[CH:12]=[CH:11][CH:10]=[CH:9][C:8]=2[CH2:13][C:14]([OH:20])=[O:18])=[CH:4][CH:3]=1. The yield is 0.740. (6) The reactants are C([O:8][CH2:9][CH2:10][CH2:11][CH2:12][O:13][C:14]1[N:23]=[C:22]2[C:17]([CH:18]=[CH:19][C:20](=[O:24])[NH:21]2)=[C:16]([CH3:25])[CH:15]=1)C1C=CC=CC=1.CCOCC. The catalyst is CCO.[Pd]. The product is [OH:8][CH2:9][CH2:10][CH2:11][CH2:12][O:13][C:14]1[N:23]=[C:22]2[C:17]([CH:18]=[CH:19][C:20](=[O:24])[NH:21]2)=[C:16]([CH3:25])[CH:15]=1. The yield is 0.810. (7) The reactants are [Cl:1][C:2]1[CH:7]=[CH:6][C:5]([C:8]2[O:9][C:10]3[C:11](=[C:13]([C:17]([OH:19])=O)[CH:14]=[CH:15][CH:16]=3)[N:12]=2)=[CH:4][CH:3]=1.Cl.Cl.[NH2:22][CH:23]1[CH2:30][CH:29]2[N:31]([CH3:32])[CH:25]([CH2:26][CH2:27][CH2:28]2)[CH2:24]1. The yield is 0.160. The product is [CH3:32][N:31]1[CH:25]2[CH2:26][CH2:27][CH2:28][CH:29]1[CH2:30][CH:23]([NH:22][C:17]([C:13]1[CH:14]=[CH:15][CH:16]=[C:10]3[O:9][C:8]([C:5]4[CH:4]=[CH:3][C:2]([Cl:1])=[CH:7][CH:6]=4)=[N:12][C:11]=13)=[O:19])[CH2:24]2. No catalyst specified. (8) The reactants are [CH3:1][O:2][C:3]([CH:5]1[CH2:10][CH2:9][CH:8]([C:11]2[CH:16]=[CH:15][CH:14]=[CH:13][CH:12]=2)[CH2:7][CH2:6]1)=[O:4].[N+]([O-])([O-])=O.[Tl+3].[N+]([O-])([O-])=O.[N+]([O-])([O-])=O.[Br:30]Br.[OH-].[Na+]. The catalyst is C(Cl)(Cl)Cl. The product is [CH3:1][O:2][C:3]([CH:5]1[CH2:6][CH2:7][CH:8]([C:11]2[CH:16]=[CH:15][C:14]([Br:30])=[CH:13][CH:12]=2)[CH2:9][CH2:10]1)=[O:4]. The yield is 0.570. (9) The product is [CH3:1][O:2][C:3]1[CH:4]=[C:5]2[C:10](=[CH:11][C:12]=1[O:13][CH2:14][CH2:15][CH2:16][N:19]1[CH2:24][CH2:23][O:22][CH2:21][CH2:20]1)[N:9]=[CH:8][NH:7][C:6]2=[O:18]. No catalyst specified. The reactants are [CH3:1][O:2][C:3]1[CH:4]=[C:5]2[C:10](=[CH:11][C:12]=1[O:13][CH2:14][CH2:15][CH2:16]Cl)[N:9]=[CH:8][NH:7][C:6]2=[O:18].[NH:19]1[CH2:24][CH2:23][O:22][CH2:21][CH2:20]1.[OH-].[Na+]. The yield is 0.940.